Dataset: Catalyst prediction with 721,799 reactions and 888 catalyst types from USPTO. Task: Predict which catalyst facilitates the given reaction. (1) Reactant: [C:1]([CH2:3][CH2:4][CH2:5][CH2:6][CH2:7][CH2:8][N:9]1[C@@H:13]([CH2:14][OH:15])[CH2:12][N:11]([C:16]([O:18][CH2:19][C:20]2[CH:25]=[CH:24][CH:23]=[CH:22][CH:21]=2)=[O:17])[C:10]1=[O:26])#[N:2].CC(OI1(OC(C)=O)(OC(C)=O)OC(=O)C2C=CC=CC1=2)=O. Product: [C:1]([CH2:3][CH2:4][CH2:5][CH2:6][CH2:7][CH2:8][N:9]1[C@@H:13]([CH:14]=[O:15])[CH2:12][N:11]([C:16]([O:18][CH2:19][C:20]2[CH:21]=[CH:22][CH:23]=[CH:24][CH:25]=2)=[O:17])[C:10]1=[O:26])#[N:2]. The catalyst class is: 2. (2) The catalyst class is: 9. Product: [Cl:1][C:2]1[CH:10]=[CH:9][C:5]([C:6]([N:44]2[CH2:45][CH2:46][C:47]3[C:52](=[CH:51][CH:50]=[CH:49][CH:48]=3)[CH2:43]2)=[O:8])=[CH:4][C:3]=1[C:11]#[C:12][C:13]1[CH:18]=[CH:17][CH:16]=[CH:15][N:14]=1. Reactant: [Cl:1][C:2]1[CH:10]=[CH:9][C:5]([C:6]([OH:8])=O)=[CH:4][C:3]=1[C:11]#[C:12][C:13]1[CH:18]=[CH:17][CH:16]=[CH:15][N:14]=1.[Cl-].[Na+].Cl.CN(C)CCCN=C=NCC.ON1C2N=CC=CC=2N=N1.[CH2:43]1[C:52]2[C:47](=[CH:48][CH:49]=[CH:50][CH:51]=2)[CH2:46][CH2:45][NH:44]1.C(N(CC)CC)C. (3) Product: [F:14][CH:15]([F:24])[CH:16]([NH:17][C:8]([C:7]1[CH:11]=[CH:12][C:4]([B:1]([OH:2])[OH:3])=[CH:5][C:6]=1[F:13])=[O:10])[C:18]1[CH:23]=[CH:22][CH:21]=[CH:20][CH:19]=1. The catalyst class is: 118. Reactant: [B:1]([C:4]1[CH:12]=[CH:11][C:7]([C:8]([OH:10])=O)=[C:6]([F:13])[CH:5]=1)([OH:3])[OH:2].[F:14][CH:15]([F:24])[CH:16]([C:18]1[CH:23]=[CH:22][CH:21]=[CH:20][CH:19]=1)[NH2:17].CCN(C(C)C)C(C)C.C1C=NC2N(O)N=NC=2C=1.C(Cl)CCl.C(O)(=O)CC(CC(O)=O)(C(O)=O)O. (4) The catalyst class is: 4. Reactant: [CH:1]1([C:6]2[NH:7][C:8]3[CH2:9][C:10]([CH3:36])([CH3:35])[CH2:11][C:12](=[O:34])[C:13]=3[CH:14]([CH:28]3[CH2:33][CH2:32][CH2:31][CH2:30][CH2:29]3)[C:15]=2[C:16](=[O:27])[C:17]2[CH:22]=[CH:21][C:20]([C:23]([F:26])([F:25])[F:24])=[CH:19][CH:18]=2)[CH2:5][CH2:4][CH2:3][CH2:2]1.ClC1C(=O)C(C#N)=C(C#N)C(=O)C=1Cl. Product: [CH:1]1([C:6]2[C:15]([C:16](=[O:27])[C:17]3[CH:18]=[CH:19][C:20]([C:23]([F:25])([F:26])[F:24])=[CH:21][CH:22]=3)=[C:14]([CH:28]3[CH2:33][CH2:32][CH2:31][CH2:30][CH2:29]3)[C:13]3[C:12](=[O:34])[CH2:11][C:10]([CH3:36])([CH3:35])[CH2:9][C:8]=3[N:7]=2)[CH2:2][CH2:3][CH2:4][CH2:5]1. (5) Reactant: [CH3:1][C@H:2]1[CH2:7][NH:6][CH2:5][C@@H:4]([CH3:8])[NH:3]1.[Cl:9][C:10]1[CH:20]=[CH:19][C:13]([O:14][CH2:15][C:16](Cl)=[O:17])=[CH:12][CH:11]=1.C(N(CC)CC)C. Product: [Cl:9][C:10]1[CH:20]=[CH:19][C:13]([O:14][CH2:15][C:16]([N:6]2[CH2:5][C@H:4]([CH3:8])[NH:3][C@H:2]([CH3:1])[CH2:7]2)=[O:17])=[CH:12][CH:11]=1. The catalyst class is: 275. (6) Reactant: C[O:2][C:3]([C:5]1[CH:9]=[C:8]([C:10]2[CH:15]=[C:14]([O:16][CH3:17])[CH:13]=[CH:12][C:11]=2[O:18][CH3:19])[N:7]([CH2:20][CH:21]2[CH2:26][CH2:25][CH2:24][CH2:23][CH2:22]2)[C:6]=1[CH3:27])=[O:4].[OH-].[Na+].Cl. Product: [CH:21]1([CH2:20][N:7]2[C:8]([C:10]3[CH:15]=[C:14]([O:16][CH3:17])[CH:13]=[CH:12][C:11]=3[O:18][CH3:19])=[CH:9][C:5]([C:3]([OH:4])=[O:2])=[C:6]2[CH3:27])[CH2:22][CH2:23][CH2:24][CH2:25][CH2:26]1. The catalyst class is: 38. (7) Reactant: Cl[C:2]1[N:11]=[C:10]([NH:12][CH2:13][CH:14]([C:21]2[CH:26]=[CH:25][CH:24]=[CH:23][CH:22]=2)[C:15]2[CH:16]=[N:17][CH:18]=[CH:19][CH:20]=2)[C:9]2[C:4](=[CH:5][CH:6]=[CH:7][CH:8]=2)[N:3]=1.[CH3:27][N:28]([CH3:38])[C:29]1[CH:34]=[CH:33][C:32](B(O)O)=[CH:31][CH:30]=1.CN(C)C1C=CC(C2N=C(NCC(C3C=CC=CC=3)C3NC=CC=3)C3C(=CC=CC=3)N=2)=CC=1. Product: [CH3:27][N:28]([CH3:38])[C:29]1[CH:34]=[CH:33][C:32]([C:2]2[N:11]=[C:10]([NH:12][CH2:13][CH:14]([C:21]3[CH:26]=[CH:25][CH:24]=[CH:23][CH:22]=3)[C:15]3[CH:16]=[N:17][CH:18]=[CH:19][CH:20]=3)[C:9]3[C:4](=[CH:5][CH:6]=[CH:7][CH:8]=3)[N:3]=2)=[CH:31][CH:30]=1. The catalyst class is: 61. (8) Reactant: [CH3:1][CH2:2][CH2:3][C@H:4]([NH:10][C@H:11]([C:13]([N:15]1[C@H:23]([C:24]([OH:26])=[O:25])[CH2:22][C@H:21]2[C@@H:16]1[CH2:17][CH2:18][CH2:19][CH2:20]2)=[O:14])[CH3:12])[C:5]([O:7][CH2:8][CH3:9])=[O:6].[CH3:27][C:28]([NH2:31])([CH3:30])[CH3:29].[OH2:32]. Product: [CH3:1][CH2:2][CH2:3][C@H:4]([NH:10][C@H:11]([C:13]([N:15]1[C@H:23]([C:24]([OH:26])=[O:25])[CH2:22][C@H:21]2[C@@H:16]1[CH2:17][CH2:18][CH2:19][CH2:20]2)=[O:14])[CH3:12])[C:5]([O:7][CH2:8][CH3:9])=[O:6].[CH3:27][C:28]([NH2:31])([CH3:30])[CH3:29].[OH2:32]. The catalyst class is: 10. (9) Reactant: Cl[CH2:2][CH2:3][CH2:4][N:5]([CH2:8][CH3:9])[CH2:6][CH3:7].[N:10]1([C:16]([O:18][C:19]([CH3:22])([CH3:21])[CH3:20])=[O:17])[CH2:15][CH2:14][NH:13][CH2:12][CH2:11]1.CCN(CC)CC. Product: [CH2:6]([N:5]([CH2:8][CH3:9])[CH2:4][CH2:3][CH2:2][N:13]1[CH2:14][CH2:15][N:10]([C:16]([O:18][C:19]([CH3:22])([CH3:21])[CH3:20])=[O:17])[CH2:11][CH2:12]1)[CH3:7]. The catalyst class is: 5. (10) Reactant: [C:1]1([C:7]2([CH2:17][CH2:18][CH2:19][C:20](O)=[O:21])[CH2:16][CH2:15][CH2:14][CH2:13][C:8]32[O:12][CH2:11][CH2:10][O:9]3)[CH:6]=[CH:5][CH:4]=[CH:3][CH:2]=1.[CH3:23][C:24]1([CH3:43])[O:28][C@H:27]([CH2:29][O:30][C:31]2[C:40]([CH3:41])=[CH:39][C:34](/[C:35](=[N:37]/O)/[NH2:36])=[CH:33][C:32]=2[CH3:42])[CH2:26][O:25]1.C(N=C=NC(C)C)(C)C.CCCC[N+](CCCC)(CCCC)CCCC.[F-]. Product: [CH3:23][C:24]1([CH3:43])[O:28][C@H:27]([CH2:29][O:30][C:31]2[C:32]([CH3:42])=[CH:33][C:34]([C:35]3[N:37]=[C:20]([CH2:19][CH2:18][CH2:17][C:7]4([C:1]5[CH:6]=[CH:5][CH:4]=[CH:3][CH:2]=5)[CH2:16][CH2:15][CH2:14][CH2:13][C:8]54[O:12][CH2:11][CH2:10][O:9]5)[O:21][N:36]=3)=[CH:39][C:40]=2[CH3:41])[CH2:26][O:25]1. The catalyst class is: 10.